Dataset: Catalyst prediction with 721,799 reactions and 888 catalyst types from USPTO. Task: Predict which catalyst facilitates the given reaction. Reactant: C1C=C(Cl)C=C(C(OO)=[O:9])C=1.[CH:12]1([NH:15][C:16]([C:18]2[CH:19]=[C:20]([F:38])[C:21]([CH3:37])=[C:22]([C:24]3[N:29]=[CH:28][C:27]([C:30]([NH:32][C:33]([CH3:36])([CH3:35])[CH3:34])=[O:31])=[CH:26][CH:25]=3)[CH:23]=2)=[O:17])[CH2:14][CH2:13]1. Product: [CH:12]1([NH:15][C:16]([C:18]2[CH:19]=[C:20]([F:38])[C:21]([CH3:37])=[C:22]([C:24]3[N+:29]([O-:9])=[CH:28][C:27]([C:30]([NH:32][C:33]([CH3:34])([CH3:35])[CH3:36])=[O:31])=[CH:26][CH:25]=3)[CH:23]=2)=[O:17])[CH2:14][CH2:13]1. The catalyst class is: 147.